Dataset: Forward reaction prediction with 1.9M reactions from USPTO patents (1976-2016). Task: Predict the product of the given reaction. (1) The product is: [C:14]([C:11]1[CH:10]=[CH:9][C:8]([C:5]([F:6])([F:7])[C:4]([OH:16])=[O:3])=[CH:13][CH:12]=1)#[N:15]. Given the reactants C([O:3][C:4](=[O:16])[C:5]([C:8]1[CH:13]=[CH:12][C:11]([C:14]#[N:15])=[CH:10][CH:9]=1)([F:7])[F:6])C.C([O-])([O-])=O.[K+].[K+].Cl, predict the reaction product. (2) Given the reactants Cl[CH2:2][CH2:3][CH2:4][CH2:5][O:6][C:7]1[CH:8]=[N:9][CH:10]=[CH:11][CH:12]=1.[CH3:13][NH2:14], predict the reaction product. The product is: [CH3:13][NH:14][CH2:2][CH2:3][CH2:4][CH2:5][O:6][C:7]1[CH:8]=[N:9][CH:10]=[CH:11][CH:12]=1. (3) Given the reactants [F:1][C:2]1[CH:3]=[C:4]2[C:8](=[CH:9][CH:10]=1)[NH:7][C:6](=[O:11])[C:5]2=[N:12][N:13]=[CH:14][C:15]1[NH:19][C:18]([CH3:20])=[C:17]([C:21](O)=[O:22])[C:16]=1[CH3:24].Cl.C(N=C=NCCCN(C)C)C.OC1C2N=NNC=2C=CC=1.C(N(CC)CC)C.Cl.[CH3:55][O:56][C:57](=[O:66])[CH2:58][CH2:59][CH2:60][CH2:61][CH2:62][CH2:63][CH2:64][NH2:65], predict the reaction product. The product is: [CH3:55][O:56][C:57](=[O:66])[CH2:58][CH2:59][CH2:60][CH2:61][CH2:62][CH2:63][CH2:64][NH:65][C:21]([C:17]1[C:16]([CH3:24])=[C:15]([CH:14]=[N:13][N:12]=[C:5]2[C:4]3[C:8](=[CH:9][CH:10]=[C:2]([F:1])[CH:3]=3)[NH:7][C:6]2=[O:11])[NH:19][C:18]=1[CH3:20])=[O:22]. (4) Given the reactants [F:1][C:2]1[CH:7]=[CH:6][C:5](/[CH:8]=[CH:9]/B(O)O)=[CH:4][CH:3]=1.[C:13]([O:17][C:18](=[O:40])[NH:19][CH:20]1[CH2:25][CH2:24][N:23]([C:26]2[NH:27][C:28]([C:33]3[CH:38]=[CH:37][N:36]=[C:35](Cl)[CH:34]=3)=[CH:29][C:30]=2[C:31]#[N:32])[CH2:22][CH2:21]1)([CH3:16])([CH3:15])[CH3:14], predict the reaction product. The product is: [C:13]([O:17][C:18](=[O:40])[NH:19][CH:20]1[CH2:21][CH2:22][N:23]([C:26]2[NH:27][C:28]([C:33]3[CH:34]=[CH:35][N:36]=[C:37](/[CH:9]=[CH:8]/[C:5]4[CH:6]=[CH:7][C:2]([F:1])=[CH:3][CH:4]=4)[CH:38]=3)=[CH:29][C:30]=2[C:31]#[N:32])[CH2:24][CH2:25]1)([CH3:16])([CH3:14])[CH3:15]. (5) The product is: [CH3:17][O:16][C:7]1[CH:8]=[C:9]2[C:4](=[CH:5][CH:6]=1)[N:3]=[C:2]([N:25]1[CH2:26][CH2:27][CH:22]([C:20]([O:19][CH3:18])=[O:21])[CH2:23][CH2:24]1)[C:11]([C:12]([F:15])([F:14])[F:13])=[CH:10]2. Given the reactants Cl[C:2]1[C:11]([C:12]([F:15])([F:14])[F:13])=[CH:10][C:9]2[C:4](=[CH:5][CH:6]=[C:7]([O:16][CH3:17])[CH:8]=2)[N:3]=1.[CH3:18][O:19][C:20]([CH:22]1[CH2:27][CH2:26][NH:25][CH2:24][CH2:23]1)=[O:21].CCN(CC)CC, predict the reaction product.